This data is from Forward reaction prediction with 1.9M reactions from USPTO patents (1976-2016). The task is: Predict the product of the given reaction. (1) Given the reactants N1C=CC=CC=1.[NH2:7][C:8]1[CH:13]=[C:12]([CH2:14][C:15]2[C:20]([Cl:21])=[CH:19][CH:18]=[CH:17][C:16]=2[Cl:22])[N:11]=[C:10]([NH:23][C:24]2[CH:31]=[CH:30][C:27]([C:28]#[N:29])=[CH:26][CH:25]=2)[N:9]=1.[Cl:32][CH2:33][C:34](Cl)=[O:35], predict the reaction product. The product is: [Cl:32][CH2:33][C:34]([NH:7][C:8]1[CH:13]=[C:12]([CH2:14][C:15]2[C:20]([Cl:21])=[CH:19][CH:18]=[CH:17][C:16]=2[Cl:22])[N:11]=[C:10]([NH:23][C:24]2[CH:25]=[CH:26][C:27]([C:28]#[N:29])=[CH:30][CH:31]=2)[N:9]=1)=[O:35]. (2) Given the reactants [CH3:1][C:2]1[CH:23]=[CH:22][C:5]2[N:6]([CH2:9][C:10]3[CH:21]=[CH:20][C:13]4[N:14]=[C:15](S(C)=O)[S:16][C:12]=4[CH:11]=3)[CH:7]=[N:8][C:4]=2[CH:3]=1.[NH2:24][C@@H:25]1[CH2:30][CH2:29][CH2:28][CH2:27][C@H:26]1[OH:31].CCN(C(C)C)C(C)C.CN1C(=O)CCC1, predict the reaction product. The product is: [CH3:1][C:2]1[CH:23]=[CH:22][C:5]2[N:6]([CH2:9][C:10]3[CH:21]=[CH:20][C:13]4[N:14]=[C:15]([NH:24][C@@H:25]5[CH2:30][CH2:29][CH2:28][CH2:27][C@H:26]5[OH:31])[S:16][C:12]=4[CH:11]=3)[CH:7]=[N:8][C:4]=2[CH:3]=1. (3) Given the reactants [NH2:1][C:2]1[CH:7]=[CH:6][C:5]([Cl:8])=[CH:4][C:3]=1[C:9]([C:11]1[CH:16]=[CH:15][CH:14]=[CH:13][CH:12]=1)=[O:10].[Cl:17][C:18]1[CH:19]=[C:20]([S:25](Cl)(=[O:27])=[O:26])[CH:21]=[CH:22][C:23]=1[Cl:24], predict the reaction product. The product is: [C:9]([C:3]1[CH:4]=[C:5]([Cl:8])[CH:6]=[CH:7][C:2]=1[NH:1][S:25]([C:20]1[CH:21]=[CH:22][C:23]([Cl:24])=[C:18]([Cl:17])[CH:19]=1)(=[O:27])=[O:26])(=[O:10])[C:11]1[CH:12]=[CH:13][CH:14]=[CH:15][CH:16]=1.